Dataset: HIV replication inhibition screening data with 41,000+ compounds from the AIDS Antiviral Screen. Task: Binary Classification. Given a drug SMILES string, predict its activity (active/inactive) in a high-throughput screening assay against a specified biological target. The drug is CN1c2c(O)nc(N)nc2NCC1CCNc1ccc(C(=O)NC(CCC(=O)O)C(=O)O)cc1. The result is 0 (inactive).